This data is from Full USPTO retrosynthesis dataset with 1.9M reactions from patents (1976-2016). The task is: Predict the reactants needed to synthesize the given product. (1) Given the product [CH2:13]([C:7]([CH2:1][CH2:2][CH2:3][CH2:4][CH2:5][CH3:6])=[CH:8][CH2:9][OH:10])[CH2:14][CH2:15][CH2:16][CH2:17][CH3:18], predict the reactants needed to synthesize it. The reactants are: [CH2:1]([C:7]([CH2:13][CH2:14][CH2:15][CH2:16][CH2:17][CH3:18])=[CH:8][C:9](OC)=[O:10])[CH2:2][CH2:3][CH2:4][CH2:5][CH3:6].[H-].C([Al+]CC(C)C)C(C)C. (2) Given the product [Br:1][C:2]1[C:7]([O:8][CH2:9][CH3:10])=[C:6]([CH:11]([N:19]2[C:20]3=[N:21][CH:22]=[N:23][C:24]([NH2:26])=[C:25]3[C:17]([CH3:16])=[N:18]2)[CH3:12])[CH:5]=[C:4]([Cl:14])[C:3]=1[CH3:15], predict the reactants needed to synthesize it. The reactants are: [Br:1][C:2]1[C:3]([CH3:15])=[C:4]([Cl:14])[CH:5]=[C:6]([CH:11](Cl)[CH3:12])[C:7]=1[O:8][CH2:9][CH3:10].[CH3:16][C:17]1[C:25]2[C:20](=[N:21][CH:22]=[N:23][C:24]=2[NH2:26])[NH:19][N:18]=1.[I-].[K+].C(=O)([O-])[O-].[Cs+].[Cs+]. (3) Given the product [OH:10][CH2:9][CH2:8][CH2:7][N:1]1[CH2:5][CH2:4][CH2:3][CH2:2]1, predict the reactants needed to synthesize it. The reactants are: [NH:1]1[CH2:5][CH2:4][CH2:3][CH2:2]1.Cl[CH2:7][CH2:8][CH2:9][OH:10].C(=O)([O-])[O-].[K+].[K+]. (4) Given the product [C:18]([O:22][C:23]([N:25]1[CH2:30][CH2:29][CH:28]([NH:31][C:2]2[N:11]=[C:10]([C:12]3[CH:17]=[CH:16][CH:15]=[CH:14][CH:13]=3)[C:9]3[C:4](=[N:5][CH:6]=[CH:7][N:8]=3)[N:3]=2)[CH2:27][CH2:26]1)=[O:24])([CH3:21])([CH3:19])[CH3:20], predict the reactants needed to synthesize it. The reactants are: Cl[C:2]1[N:11]=[C:10]([C:12]2[CH:17]=[CH:16][CH:15]=[CH:14][CH:13]=2)[C:9]2[C:4](=[N:5][CH:6]=[CH:7][N:8]=2)[N:3]=1.[C:18]([O:22][C:23]([N:25]1[CH2:30][CH2:29][CH:28]([NH2:31])[CH2:27][CH2:26]1)=[O:24])([CH3:21])([CH3:20])[CH3:19].C(N(CC)CC)C. (5) The reactants are: [C:1]([C:3]1[CH:4]=[C:5]([CH:9]=[CH:10][C:11]=1[C:12]([N:14]1[CH2:18][CH2:17][CH2:16][CH2:15]1)=[O:13])[C:6]([OH:8])=O)#[CH:2].CN(C(ON1N=NC2C=CC=CC1=2)=[N+](C)C)C.[B-](F)(F)(F)F.C(N(C(C)C)CC)(C)C.[Cl:50][C:51]1[CH:62]=[CH:61][C:54]2[N:55]=[C:56]([CH:58]([NH2:60])[CH3:59])[NH:57][C:53]=2[CH:52]=1.ClCl. Given the product [Cl:50][C:51]1[CH:62]=[CH:61][C:54]2[NH:55][C:56]([CH:58]([NH:60][C:6](=[O:8])[C:5]3[CH:9]=[CH:10][C:11]([C:12]([N:14]4[CH2:18][CH2:17][CH2:16][CH2:15]4)=[O:13])=[C:3]([C:1]#[CH:2])[CH:4]=3)[CH3:59])=[N:57][C:53]=2[CH:52]=1, predict the reactants needed to synthesize it. (6) Given the product [CH3:1][O:2][C:3]1[CH:4]=[CH:5][C:6]([CH2:9][CH2:10][N:11]2[CH2:21][CH2:20][CH2:19][C:14](=[O:15])[CH2:13][CH2:12]2)=[CH:7][CH:8]=1, predict the reactants needed to synthesize it. The reactants are: [CH3:1][O:2][C:3]1[CH:8]=[CH:7][C:6]([CH2:9][CH2:10][N:11]2[CH2:21][CH2:20][CH2:19][C:14]3(OCC[O:15]3)[CH2:13][CH2:12]2)=[CH:5][CH:4]=1.C([O-])([O-])=O.[K+].[K+]. (7) The reactants are: [N:1]1[CH:6]=[CH:5][CH:4]=[C:3]([CH2:7][C:8]2[CH:9]=[N:10][CH:11]=[CH:12][CH:13]=2)[CH:2]=1.[Li+].CC([N-]C(C)C)C.[Br:22][C:23]1[CH:28]=[CH:27][CH:26]=[C:25]([C:29](OC)=[O:30])[N:24]=1. Given the product [Br:22][C:23]1[N:24]=[C:25]([C:29](=[O:30])[CH:7]([C:8]2[CH:9]=[N:10][CH:11]=[CH:12][CH:13]=2)[C:3]2[CH:2]=[N:1][CH:6]=[CH:5][CH:4]=2)[CH:26]=[CH:27][CH:28]=1, predict the reactants needed to synthesize it. (8) Given the product [CH3:53][C:50]1([CH3:52])[C:49]([CH3:54])([CH3:55])[O:48][B:47]([C:56]([C:58]2[CH:63]=[CH:62][CH:61]=[C:60]([C:64]([F:65])([F:66])[F:67])[CH:59]=2)=[CH2:57])[O:51]1, predict the reactants needed to synthesize it. The reactants are: C(C1C=CC=C(C(C)C)C=1N1C=CN(C2C(C(C)C)=CC=CC=2C(C)C)C1[Cu]Cl)(C)C.CC(C)([O-])C.[Na+].[B:47]1([B:47]2[O:51][C:50]([CH3:53])([CH3:52])[C:49]([CH3:55])([CH3:54])[O:48]2)[O:51][C:50]([CH3:53])([CH3:52])[C:49]([CH3:55])([CH3:54])[O:48]1.[C:56]([C:58]1[CH:63]=[CH:62][CH:61]=[C:60]([C:64]([F:67])([F:66])[F:65])[CH:59]=1)#[CH:57].CO.C(#N)C.C(=O)=O. (9) Given the product [CH:1]12[CH2:7][CH:4]([CH2:5][CH2:6]1)[CH2:3][CH:2]2[C:8]1[NH:12][C:11]2[C:13]([OH:33])=[CH:14][CH:15]=[C:16]([C:17]([NH:19][C@H:20]3[CH2:25][CH2:24][CH2:23][NH:22][CH2:21]3)=[O:18])[C:10]=2[N:9]=1, predict the reactants needed to synthesize it. The reactants are: [CH:1]12[CH2:7][CH:4]([CH2:5][CH2:6]1)[CH2:3][CH:2]2[C:8]1[NH:12][C:11]2[C:13]([O:33]C)=[CH:14][CH:15]=[C:16]([C:17]([NH:19][C@H:20]3[CH2:25][CH2:24][CH2:23][N:22](C(OC(C)(C)C)=O)[CH2:21]3)=[O:18])[C:10]=2[N:9]=1.B(Br)(Br)Br. (10) Given the product [Cl:32][C:33]1[C:34]([OH:44])=[C:35]([S:40]([N:16]([CH2:15][C:10]2[CH:9]=[C:8]([C:5]3[CH:6]=[CH:7][C:2]([Cl:1])=[CH:3][CH:4]=3)[C:13]([Cl:14])=[CH:12][CH:11]=2)[CH2:17][C:18]2[CH:19]=[CH:20][C:21]([F:24])=[CH:22][CH:23]=2)(=[O:42])=[O:41])[CH:36]=[C:37]([Cl:39])[CH:38]=1, predict the reactants needed to synthesize it. The reactants are: [Cl:1][C:2]1[CH:7]=[CH:6][C:5]([C:8]2[C:13]([Cl:14])=[CH:12][CH:11]=[C:10]([CH2:15][NH:16][CH2:17][C:18]3[CH:23]=[CH:22][C:21]([F:24])=[CH:20][CH:19]=3)[CH:9]=2)=[CH:4][CH:3]=1.C(N(CC)CC)C.[Cl:32][C:33]1[C:34]([OH:44])=[C:35]([S:40](Cl)(=[O:42])=[O:41])[CH:36]=[C:37]([Cl:39])[CH:38]=1.